Dataset: Peptide-MHC class II binding affinity with 134,281 pairs from IEDB. Task: Regression. Given a peptide amino acid sequence and an MHC pseudo amino acid sequence, predict their binding affinity value. This is MHC class II binding data. (1) The MHC is DRB3_0101 with pseudo-sequence DRB3_0101. The binding affinity (normalized) is 0.0669. The peptide sequence is AAGGWDSLAAELATT. (2) The peptide sequence is AAFQAAHARFVAAAA. The MHC is HLA-DQA10102-DQB10502 with pseudo-sequence HLA-DQA10102-DQB10502. The binding affinity (normalized) is 0.354. (3) The peptide sequence is NIWADDLAASLSTLE. The MHC is DRB1_1302 with pseudo-sequence DRB1_1302. The binding affinity (normalized) is 0.728. (4) The peptide sequence is DFILDGDNLFPKV. The MHC is DRB3_0101 with pseudo-sequence DRB3_0101. The binding affinity (normalized) is 0.893. (5) The peptide sequence is VLQLPQGTTLPKGFY. The MHC is DRB1_0101 with pseudo-sequence DRB1_0101. The binding affinity (normalized) is 0.608. (6) The binding affinity (normalized) is 0.845. The peptide sequence is YDKFLANVSTVITGK. The MHC is DRB1_1602 with pseudo-sequence DRB1_1602. (7) The peptide sequence is YFFPVIFSKASDSLQL. The MHC is DRB1_0701 with pseudo-sequence DRB1_0701. The binding affinity (normalized) is 0.614.